Predict the reactants needed to synthesize the given product. From a dataset of Full USPTO retrosynthesis dataset with 1.9M reactions from patents (1976-2016). (1) Given the product [CH3:1][O:2][C:3]([C:5]1[C:10]2[O:11][C:12]3[C:17]([C:18]([O:20][CH3:21])=[O:19])=[CH:16][CH:15]=[CH:14][C:13]=3[C:9]=2[C:8]([OH:22])=[CH:7][CH:6]=1)=[O:4], predict the reactants needed to synthesize it. The reactants are: [CH3:1][O:2][C:3]([C:5]1[C:10]2[O:11][C:12]3[C:17]([C:18]([O:20][CH3:21])=[O:19])=[CH:16][CH:15]=[CH:14][C:13]=3[C:9]=2[C:8]([O:22][Si](C(C)C)(C(C)C)C(C)C)=[CH:7][CH:6]=1)=[O:4].C1COCC1.[F-].C([N+](CCCC)(CCCC)CCCC)CCC. (2) Given the product [F:1][C:2]1[CH:3]=[C:4]([OH:21])[CH:5]=[CH:6][C:7]=1[O:8][CH3:9], predict the reactants needed to synthesize it. The reactants are: [F:1][C:2]1[CH:3]=[C:4](C(=O)C)[CH:5]=[CH:6][C:7]=1[O:8][CH3:9].ClC1C=CC=C(C(OO)=[O:21])C=1.O[Li].O.O. (3) Given the product [OH:1][C:2]1[CH:3]=[C:4]2[C:9](=[CH:10][CH:11]=1)[C:8]([C:12]([NH:16][CH3:15])=[O:14])=[CH:7][CH:6]=[CH:5]2, predict the reactants needed to synthesize it. The reactants are: [OH:1][C:2]1[CH:3]=[C:4]2[C:9](=[CH:10][CH:11]=1)[C:8]([C:12]([OH:14])=O)=[CH:7][CH:6]=[CH:5]2.[CH3:15][NH2:16]. (4) Given the product [ClH:1].[CH3:13][O:14][C:15]1[C:16]([C:23](=[NH:2])[NH2:24])=[N:17][CH:18]=[C:19]([O:21][CH3:22])[CH:20]=1, predict the reactants needed to synthesize it. The reactants are: [Cl-:1].[NH4+:2].[H-].C([Al+]CC(C)C)C(C)C.[CH3:13][O:14][C:15]1[C:16]([C:23]#[N:24])=[N:17][CH:18]=[C:19]([O:21][CH3:22])[CH:20]=1.CO. (5) The reactants are: [C:1]([O:4]C(=O)C)(=O)[CH3:2].[C:8]([C:10]1[CH:38]=[CH:37][CH:36]=[CH:35][C:11]=1[O:12][C:13]1[C:27]([O:28][C:29]2[CH:30]=[N:31][CH:32]=[CH:33][CH:34]=2)=[CH:26][C:16]2[NH:17][C:18]([C:20]3[CH:25]=[CH:24][CH:23]=[CH:22][N:21]=3)=[N:19][C:15]=2[CH:14]=1)#[N:9].[N:39]1C=CC=CC=1. Given the product [N:31]1[CH:32]=[CH:33][CH:34]=[C:29]([O:28][C:27]2[C:13]([O:12][C:11]3[CH:35]=[CH:36][CH:37]=[CH:38][C:10]=3[C:8]3[N:39]=[C:1]([CH3:2])[O:4][N:9]=3)=[CH:14][C:15]3[NH:19][C:18]([C:20]4[CH:25]=[CH:24][CH:23]=[CH:22][N:21]=4)=[N:17][C:16]=3[CH:26]=2)[CH:30]=1, predict the reactants needed to synthesize it. (6) Given the product [ClH:25].[ClH:25].[OH:1][CH2:2][CH2:3][NH:4][CH2:5][CH2:6][N:7]1[CH2:12][CH2:11][S:10][C:9]2[CH:13]=[CH:14][C:15]([NH:17][C:18]([C:20]3[S:21][CH:22]=[CH:23][CH:24]=3)=[NH:19])=[CH:16][C:8]1=2, predict the reactants needed to synthesize it. The reactants are: [OH:1][CH2:2][CH2:3][NH:4][CH2:5][CH2:6][N:7]1[CH2:12][CH2:11][S:10][C:9]2[CH:13]=[CH:14][C:15]([NH:17][C:18]([C:20]3[S:21][CH:22]=[CH:23][CH:24]=3)=[NH:19])=[CH:16][C:8]1=2.[ClH:25]. (7) Given the product [C:1]1([C:7]2[N:12]=[C:11]3[NH:13][CH2:14][CH2:15][CH2:16][C:10]3=[N:9][C:8]=2[C:17]2[CH:18]=[CH:19][C:20]([CH3:23])=[CH:21][CH:22]=2)[CH:6]=[CH:5][CH:4]=[CH:3][CH:2]=1, predict the reactants needed to synthesize it. The reactants are: [C:1]1([C:7]2[N:12]=[C:11]3[N:13]=[CH:14][CH:15]=[CH:16][C:10]3=[N:9][C:8]=2[C:17]2[CH:22]=[CH:21][C:20]([CH3:23])=[CH:19][CH:18]=2)[CH:6]=[CH:5][CH:4]=[CH:3][CH:2]=1.C([O-])=O.[NH4+]. (8) Given the product [CH3:1][O:2][C:3]1[CH:12]=[CH:11][C:10]2[C:5](=[C:6]([C:29]#[C:28][Si:25]([CH3:27])([CH3:26])[CH3:24])[CH:7]=[CH:8][N:9]=2)[N:4]=1, predict the reactants needed to synthesize it. The reactants are: [CH3:1][O:2][C:3]1[N:4]=[C:5]2[C:10](=[CH:11][CH:12]=1)[N:9]=[CH:8][CH:7]=[C:6]2OS(C(F)(F)F)(=O)=O.ClCCl.[CH3:24][Si:25]([C:28]#[CH:29])([CH3:27])[CH3:26]. (9) Given the product [F:1][C:2]1[C:3]([I:17])=[C:4]2[C:9](=[CH:10][CH:11]=1)[CH:8]([C:12]([OH:14])=[O:13])[O:7][CH2:6][CH2:5]2, predict the reactants needed to synthesize it. The reactants are: [F:1][C:2]1[C:3]([I:17])=[C:4]2[C:9](=[CH:10][CH:11]=1)[CH:8]([C:12]([O:14]CC)=[O:13])[O:7][CH2:6][CH2:5]2.O[Li].O. (10) Given the product [Br:9][C:6]1[CH:5]=[N:4][CH:3]=[C:2]([C:20]2[CH:21]=[CH:22][C:17]([Cl:16])=[C:18]([Cl:26])[CH:19]=2)[C:7]=1[NH2:8], predict the reactants needed to synthesize it. The reactants are: Br[C:2]1[CH:3]=[N:4][CH:5]=[C:6]([Br:9])[C:7]=1[NH2:8].C([O-])([O-])=O.[Na+].[Na+].[Cl:16][C:17]1[C:18]([Cl:26])=[C:19](B(O)O)[CH:20]=[CH:21][CH:22]=1.